Binary Classification. Given a drug SMILES string, predict its activity (active/inactive) in a high-throughput screening assay against a specified biological target. From a dataset of Cav3 T-type calcium channel HTS with 100,875 compounds. The compound is O=C1N(C(=O)CC1NCCc1ccncc1)c1ccc(OCC)cc1. The result is 0 (inactive).